From a dataset of Full USPTO retrosynthesis dataset with 1.9M reactions from patents (1976-2016). Predict the reactants needed to synthesize the given product. (1) The reactants are: [CH3:1][O:2]NC(C)C.[CH:7]([N:10]([CH:13](C)C)CC)([CH3:9])[CH3:8].[Cl:16]CC(Cl)=[O:19].C(O[C:26]([N:28]1[CH2:33][CH2:32][NH:31][CH2:30][CH2:29]1)=O)(C)(C)C. Given the product [ClH:16].[ClH:16].[CH3:1][O:2][CH2:8][CH:7]([NH:10][C:13](=[O:19])[CH2:26][N:28]1[CH2:29][CH2:30][NH:31][CH2:32][CH2:33]1)[CH3:9], predict the reactants needed to synthesize it. (2) Given the product [CH3:1][C:2]1[C:6]([C:7]2[C:8]([O:29][CH3:30])=[CH:9][C:10]3[C:11]4[N:19]([CH2:20][C:22]5[CH:27]=[CH:26][CH:25]=[CH:24][N:23]=5)[C:18](=[O:28])[O:17][C:12]=4[CH:13]=[N:14][C:15]=3[CH:16]=2)=[C:5]([CH3:31])[O:4][N:3]=1, predict the reactants needed to synthesize it. The reactants are: [CH3:1][C:2]1[C:6]([C:7]2[C:8]([O:29][CH3:30])=[CH:9][C:10]3[C:11]4[N:19]([C@@H:20]([C:22]5[CH:27]=[CH:26][CH:25]=[CH:24][N:23]=5)C)[C:18](=[O:28])[O:17][C:12]=4[CH:13]=[N:14][C:15]=3[CH:16]=2)=[C:5]([CH3:31])[O:4][N:3]=1.N1C=CC=CC=1CO. (3) Given the product [CH3:36][N:38]([CH2:24][C:23]1[C:18]2[O:17][N:16]=[C:15]([CH2:14][CH2:13][CH:10]3[CH2:9][CH2:8][N:7]([CH2:6][CH:2]4[O:1][CH2:5][CH2:4][O:3]4)[CH2:12][CH2:11]3)[C:19]=2[CH:20]=[CH:21][C:22]=1[O:26][CH2:27][C:28]1[CH:35]=[CH:34][C:31]([C:32]#[N:33])=[CH:30][CH:29]=1)[CH3:39], predict the reactants needed to synthesize it. The reactants are: [O:1]1[CH2:5][CH2:4][O:3][CH:2]1[CH2:6][N:7]1[CH2:12][CH2:11][CH:10]([CH2:13][CH2:14][C:15]2[C:19]3[CH:20]=[CH:21][C:22]([O:26][CH2:27][C:28]4[CH:35]=[CH:34][C:31]([C:32]#[N:33])=[CH:30][CH:29]=4)=[C:23]([CH2:24]O)[C:18]=3[O:17][N:16]=2)[CH2:9][CH2:8]1.[CH2:36]([N:38](CC)[CH2:39]C)C.CS(Cl)(=O)=O. (4) The reactants are: [N+:1]([C:4]1[O:8][C:7]([C:9](Cl)=[O:10])=[CH:6][CH:5]=1)([O-:3])=[O:2].[F:12][C:13]1[CH:18]=[CH:17][C:16]([N:19]2[CH2:24][CH2:23][NH:22][CH2:21][CH2:20]2)=[CH:15][CH:14]=1. Given the product [F:12][C:13]1[CH:14]=[CH:15][C:16]([N:19]2[CH2:24][CH2:23][N:22]([C:9]([C:7]3[O:8][C:4]([N+:1]([O-:3])=[O:2])=[CH:5][CH:6]=3)=[O:10])[CH2:21][CH2:20]2)=[CH:17][CH:18]=1, predict the reactants needed to synthesize it. (5) Given the product [NH2:41][C:40]1[N:32]=[CH:33][N:34]=[C:35]2[C:39]=1[N:38]=[CH:37][N:36]2[CH:13]1[CH:14]([O:50][C:47](=[O:48])[C:53]2[CH:52]=[CH:15][CH:11]=[CH:10][CH:9]=2)[CH2:15][CH:11]([CH:10]=[CH:9][P:4]([O:3][CH2:1][CH3:2])([O:5][CH2:6][CH3:7])=[O:8])[O:12]1, predict the reactants needed to synthesize it. The reactants are: [CH2:1]([O:3][P:4]([CH:9]=[CH:10][CH:11]1[CH2:15][CH:14](C(=O)C2C=CC=CC=2)[CH:13](C(=O)C2C=CC=CC=2)[O:12]1)(=[O:8])[O:5][CH2:6][CH3:7])[CH3:2].[N:32]1[C:40]([NH2:41])=[C:39]2[C:35]([N:36]=[CH:37][NH:38]2)=[N:34][CH:33]=1.Cl[Sn](Cl)(Cl)Cl.[C:47]([O-:50])(O)=[O:48].[Na+].[CH3:52][C:53]#N. (6) Given the product [C:23]([O:22][C:20]([NH:19][C@@:13]12[CH:14]=[CH:15][CH2:16][C@@H:17]1[CH2:18][NH:11][CH2:12]2)=[O:21])([CH3:26])([CH3:24])[CH3:25], predict the reactants needed to synthesize it. The reactants are: C(OC([N:11]1[CH2:18][C@@H:17]2[C@@:13]([NH:19][C:20]([O:22][C:23]([CH3:26])([CH3:25])[CH3:24])=[O:21])([CH:14]=[CH:15][CH2:16]2)[CH2:12]1)=O)C1C=CC=CC=1.[Na].N.[OH-].[Na+]. (7) Given the product [CH:4]1([C:3]2[N:15]=[N:14][N:13]([CH2:12][C:11]3[CH:16]=[CH:17][CH:18]=[C:9]([C:8]([F:7])([F:20])[F:19])[CH:10]=3)[C:2]=2[I:1])[CH2:6][CH2:5]1, predict the reactants needed to synthesize it. The reactants are: [I:1][C:2]#[C:3][CH:4]1[CH2:6][CH2:5]1.[F:7][C:8]([F:20])([F:19])[C:9]1[CH:10]=[C:11]([CH:16]=[CH:17][CH:18]=1)[CH2:12][N:13]=[N+:14]=[N-:15].